From a dataset of Forward reaction prediction with 1.9M reactions from USPTO patents (1976-2016). Predict the product of the given reaction. Given the reactants [CH2:1]([N:3]1[C:7]2=[N:8][C:9]([CH2:32][CH3:33])=[C:10]([CH2:19][NH:20][C:21]([C:23]3[N:28]=[C:27]([C:29](O)=[O:30])[CH:26]=[CH:25][CH:24]=3)=[O:22])[C:11]([NH:12][CH:13]3[CH2:18][CH2:17][O:16][CH2:15][CH2:14]3)=[C:6]2[CH:5]=[N:4]1)[CH3:2].[Br:34][C:35]1[CH:36]=[C:37]([CH2:42][NH2:43])[CH:38]=[CH:39][C:40]=1[Cl:41].CN(C(ON1N=NC2C=CC=CC1=2)=[N+](C)C)C.F[P-](F)(F)(F)(F)F.CCN(CC)CC, predict the reaction product. The product is: [Br:34][C:35]1[CH:36]=[C:37]([CH2:42][NH:43][C:29]([C:27]2[CH:26]=[CH:25][CH:24]=[C:23]([C:21]([NH:20][CH2:19][C:10]3[C:11]([NH:12][CH:13]4[CH2:18][CH2:17][O:16][CH2:15][CH2:14]4)=[C:6]4[CH:5]=[N:4][N:3]([CH2:1][CH3:2])[C:7]4=[N:8][C:9]=3[CH2:32][CH3:33])=[O:22])[N:28]=2)=[O:30])[CH:38]=[CH:39][C:40]=1[Cl:41].